Dataset: Full USPTO retrosynthesis dataset with 1.9M reactions from patents (1976-2016). Task: Predict the reactants needed to synthesize the given product. (1) Given the product [CH2:1]([O:3][C:4](=[O:24])[CH:5]([C:7]1[CH:8]=[C:9]([C:26]2[CH:33]=[CH:32][C:31]([C:34]([F:37])([F:36])[F:35])=[CH:30][C:27]=2[CH:28]=[O:29])[C:10]([O:13][CH3:14])=[CH:11][CH:12]=1)[CH3:6])[CH3:2], predict the reactants needed to synthesize it. The reactants are: [CH2:1]([O:3][C:4](=[O:24])[CH:5]([C:7]1[CH:12]=[CH:11][C:10]([O:13][CH3:14])=[C:9](B2OC(C)(C)C(C)(C)O2)[CH:8]=1)[CH3:6])[CH3:2].Br[C:26]1[CH:33]=[CH:32][C:31]([C:34]([F:37])([F:36])[F:35])=[CH:30][C:27]=1[CH:28]=[O:29]. (2) Given the product [F:16][C:12]1[CH:11]=[C:10]([NH:9][C:7]([C:5]2[NH:4][N:3]=[CH:2][CH:6]=2)=[O:8])[CH:15]=[CH:14][CH:13]=1, predict the reactants needed to synthesize it. The reactants are: N[C:2]1[CH:6]=[C:5]([C:7]([NH:9][C:10]2[CH:15]=[CH:14][CH:13]=[C:12]([F:16])[CH:11]=2)=[O:8])[NH:4][N:3]=1.O1CCOCC1.ClC1C2C(=CC(OCCCCl)=C(OC)C=2)N=CN=1.ClCCl. (3) Given the product [CH2:17]([S:31]([NH:2][C@H:3]1[CH2:10][CH2:9][CH2:8][NH:7][C:5](=[O:6])[CH2:4]1)(=[O:33])=[O:32])[CH2:18][CH2:19][CH2:20][CH2:21][CH2:22][CH2:23][CH2:24][CH2:25][CH2:26][CH2:27][CH2:28][CH2:29][CH3:30], predict the reactants needed to synthesize it. The reactants are: Cl.[NH2:2][C@H:3]1[CH2:10][CH2:9][CH2:8][NH:7][C:5](=[O:6])[CH2:4]1.C([O-])([O-])=O.[Na+].[Na+].[CH2:17]([S:31](Cl)(=[O:33])=[O:32])[CH2:18][CH2:19][CH2:20][CH2:21][CH2:22][CH2:23][CH2:24][CH2:25][CH2:26][CH2:27][CH2:28][CH2:29][CH3:30]. (4) Given the product [Br:20][C:21]1[CH:28]=[CH:27][C:24]([CH2:25][N:14]2[C:15]3[C:11](=[CH:10][C:9]([O:8][CH2:7][CH2:6][CH2:5][CH2:4][N:3]([CH2:1][CH3:2])[CH2:18][CH3:19])=[CH:17][CH:16]=3)[CH:12]=[CH:13]2)=[CH:23][CH:22]=1, predict the reactants needed to synthesize it. The reactants are: [CH2:1]([N:3]([CH2:18][CH3:19])[CH2:4][CH2:5][CH2:6][CH2:7][O:8][C:9]1[CH:10]=[C:11]2[C:15](=[CH:16][CH:17]=1)[NH:14][CH:13]=[CH:12]2)[CH3:2].[Br:20][C:21]1[CH:28]=[CH:27][C:24]([CH2:25]Br)=[CH:23][CH:22]=1.CCOCC.O. (5) Given the product [C:17]([O:16][C:14]([NH:21][CH2:22][C:23]([NH:13][C@@H:10]1[CH2:11][CH2:12][N:8]([CH2:1][C:2]2[CH:3]=[CH:4][CH:5]=[CH:6][CH:7]=2)[CH2:9]1)=[O:24])=[O:15])([CH3:20])([CH3:19])[CH3:18], predict the reactants needed to synthesize it. The reactants are: [CH2:1]([N:8]1[CH2:12][CH2:11][C@@H:10]([NH2:13])[CH2:9]1)[C:2]1[CH:7]=[CH:6][CH:5]=[CH:4][CH:3]=1.[C:14]([NH:21][CH2:22][C:23](O)=[O:24])([O:16][C:17]([CH3:20])([CH3:19])[CH3:18])=[O:15].ON1C2C=CC=CC=2N=N1.Cl.C(N=C=NCCCN(C)C)C.